Dataset: Reaction yield outcomes from USPTO patents with 853,638 reactions. Task: Predict the reaction yield, written as a fraction of the theoretical maximum amount of product (1.0 means a 100% yield; for example, 0.34 means a 34% yield). (1) The reactants are Cl[O-].[Na+].[OH:4][C:5]1[CH:6]=[C:7]([CH:11]=[CH:12][CH:13]=1)[C:8]([OH:10])=[O:9].[OH-].[Na+].[I-:16].[Na+]. The catalyst is CO. The product is [OH:4][C:5]1[CH:6]=[C:7]([CH:11]=[CH:12][C:13]=1[I:16])[C:8]([OH:10])=[O:9]. The yield is 0.390. (2) The reactants are C(O)(C(F)(F)F)=O.[C:8]1([C:14]2[N:22]([CH:23]3[CH2:28][CH2:27][N:26](C(OC(C)(C)C)=O)[CH2:25][CH2:24]3)[C:17]3=[N:18][CH:19]=[CH:20][CH:21]=[C:16]3[N:15]=2)[CH:13]=[CH:12][CH:11]=[CH:10][CH:9]=1.C([O-])(O)=O.[Na+]. The catalyst is C(Cl)Cl. The product is [C:8]1([C:14]2[N:22]([CH:23]3[CH2:28][CH2:27][NH:26][CH2:25][CH2:24]3)[C:17]3=[N:18][CH:19]=[CH:20][CH:21]=[C:16]3[N:15]=2)[CH:9]=[CH:10][CH:11]=[CH:12][CH:13]=1. The yield is 0.810. (3) The reactants are [CH2:1]([O:3][C:4](=[O:7])[CH2:5][NH2:6])[CH3:2].[CH2:8]([O:12][C:13]1[CH:18]=[CH:17][C:16]([S:19](Cl)(=[O:21])=[O:20])=[CH:15][CH:14]=1)[C:9]#[C:10][CH3:11]. The catalyst is C(Cl)(Cl)Cl.N1C=CC=CC=1.CCOCC. The product is [CH2:1]([O:3][C:4](=[O:7])[CH2:5][NH:6][S:19]([C:16]1[CH:15]=[CH:14][C:13]([O:12][CH2:8][C:9]#[C:10][CH3:11])=[CH:18][CH:17]=1)(=[O:21])=[O:20])[CH3:2]. The yield is 0.430. (4) The reactants are [C:1]([O:5][C:6]([N:8]([CH2:10][C:11]([OH:13])=O)[CH3:9])=[O:7])([CH3:4])([CH3:3])[CH3:2].CCN(CC)CC.ClC(OCC(C)C)=O.Cl.[CH2:30]([O:32][C:33](=[O:37])[CH2:34][NH:35][CH3:36])[CH3:31]. The catalyst is C(Cl)Cl. The product is [CH2:30]([O:32][C:33](=[O:37])[CH2:34][N:35]([C:11](=[O:13])[CH2:10][N:8]([C:6]([O:5][C:1]([CH3:2])([CH3:3])[CH3:4])=[O:7])[CH3:9])[CH3:36])[CH3:31]. The yield is 0.220. (5) The reactants are Br[C:2]1[CH:3]=[N:4][C:5]([NH:8][C:9]2[CH:14]=[CH:13][CH:12]=[CH:11][CH:10]=2)=[N:6][CH:7]=1.[CH2:15]([O:22][C:23]1[CH:28]=[CH:27][C:26](B(O)O)=[CH:25][C:24]=1[F:32])[C:16]1[CH:21]=[CH:20][CH:19]=[CH:18][CH:17]=1.[Cl-].[Li+].O. The catalyst is O1CCOCC1.C([O-])([O-])=O.[Na+].[Na+].C1C=CC([P]([Pd]([P](C2C=CC=CC=2)(C2C=CC=CC=2)C2C=CC=CC=2)([P](C2C=CC=CC=2)(C2C=CC=CC=2)C2C=CC=CC=2)[P](C2C=CC=CC=2)(C2C=CC=CC=2)C2C=CC=CC=2)(C2C=CC=CC=2)C2C=CC=CC=2)=CC=1.C(OCC)(=O)C. The product is [CH2:15]([O:22][C:23]1[CH:28]=[CH:27][C:26]([C:2]2[CH:3]=[N:4][C:5]([NH:8][C:9]3[CH:14]=[CH:13][CH:12]=[CH:11][CH:10]=3)=[N:6][CH:7]=2)=[CH:25][C:24]=1[F:32])[C:16]1[CH:17]=[CH:18][CH:19]=[CH:20][CH:21]=1. The yield is 0.650. (6) The reactants are C[O:2][C:3]1[C:12]2[C:7](=[CH:8][CH:9]=[CH:10][CH:11]=2)[C:6]([O:13]C)=[CH:5][C:4]=1/[CH:15]=[C:16](\[CH3:20])/[C:17]([OH:19])=[O:18].[N+]([O-])(O)=O. The catalyst is C(OCC)(=O)C.CC(O)=O. The product is [C:3]1(=[O:2])[C:12]2[C:7](=[CH:8][CH:9]=[CH:10][CH:11]=2)[C:6](=[O:13])[CH:5]=[C:4]1/[CH:15]=[C:16](\[CH3:20])/[C:17]([OH:19])=[O:18]. The yield is 0.580. (7) The reactants are [F:1][C:2]1[CH:3]=[C:4]2[C:8](=[CH:9][CH:10]=1)[NH:7][C:6](=[O:11])/[C:5]/2=[CH:12]\[C:13]1[NH:17][C:16]([CH3:18])=[C:15]([C:19]([OH:21])=O)[C:14]=1[CH3:22].CN(C)C=O.F[P-](F)(F)(F)(F)F.N1(O[P+](N(C)C)(N(C)C)N(C)C)C2C=CC=CC=2N=N1.[NH2:55][CH2:56][CH2:57][N:58]1[CH2:62][CH2:61][CH2:60][CH2:59]1. The catalyst is C(N(CC)CC)C. The product is [N:58]1([CH2:57][CH2:56][NH:55][C:19]([C:15]2[C:14]([CH3:22])=[C:13](/[CH:12]=[C:5]3\[C:6](=[O:11])[NH:7][C:8]4[C:4]\3=[CH:3][C:2]([F:1])=[CH:10][CH:9]=4)[NH:17][C:16]=2[CH3:18])=[O:21])[CH2:62][CH2:61][CH2:60][CH2:59]1. The yield is 0.770.